This data is from Catalyst prediction with 721,799 reactions and 888 catalyst types from USPTO. The task is: Predict which catalyst facilitates the given reaction. (1) Reactant: C(OC(=O)N[C@]1(C([NH:15][S:16]([O:19][C:20]2([CH3:23])[CH2:22][CH2:21]2)(=[O:18])=[O:17])=O)C[C@H]1CC)(C)(C)C.[ClH:25].O1CCOCC1. Product: [ClH:25].[CH3:23][C:20]1([O:19][S:16](=[O:18])(=[O:17])[NH2:15])[CH2:22][CH2:21]1. The catalyst class is: 2. (2) Reactant: [CH2:1]([O:3][C:4](=[O:36])[CH2:5][C:6]1([C:14]2[CH:19]=[CH:18][C:17]([Cl:20])=[C:16]([N:21]([CH2:29][C:30]3[CH:35]=[CH:34][CH:33]=[CH:32][CH:31]=3)[CH2:22][C:23]3[CH:28]=[CH:27][CH:26]=[CH:25][CH:24]=3)[CH:15]=2)[CH2:9][C:8](OC)([O:10]C)[CH2:7]1)[CH3:2].Cl. Product: [CH2:1]([O:3][C:4](=[O:36])[CH2:5][C:6]1([C:14]2[CH:19]=[CH:18][C:17]([Cl:20])=[C:16]([N:21]([CH2:29][C:30]3[CH:35]=[CH:34][CH:33]=[CH:32][CH:31]=3)[CH2:22][C:23]3[CH:24]=[CH:25][CH:26]=[CH:27][CH:28]=3)[CH:15]=2)[CH2:9][C:8](=[O:10])[CH2:7]1)[CH3:2]. The catalyst class is: 299. (3) Reactant: [ClH:1].[NH2:2][C@@H:3]1[C@@H:8]([OH:9])[C@H:7]([CH2:10][C:11]2[CH:16]=[CH:15][C:14]([O:17][CH3:18])=[C:13]([Br:19])[CH:12]=2)[CH2:6][S:5](=[O:21])(=[O:20])[CH2:4]1.[CH:22]([C:25]1[CH:26]=[C:27]([CH:30]=[CH:31][CH:32]=1)[CH:28]=O)([CH3:24])[CH3:23]. Product: [ClH:1].[Br:19][C:13]1[CH:12]=[C:11]([CH:16]=[CH:15][C:14]=1[O:17][CH3:18])[CH2:10][C@H:7]1[C@H:8]([OH:9])[C@@H:3]([NH:2][CH2:28][C:27]2[CH:30]=[CH:31][CH:32]=[C:25]([CH:22]([CH3:24])[CH3:23])[CH:26]=2)[CH2:4][S:5](=[O:21])(=[O:20])[CH2:6]1. The catalyst class is: 61. (4) Reactant: [OH:1][CH2:2][CH:3]1[CH2:8][CH:7]2[O:9][CH:4]1[CH:5]=[CH:6]2.N1C=CC=CC=1.[C:16](OC(=O)C)(=[O:18])[CH3:17]. Product: [C:16]([O:1][CH2:2][CH:3]1[CH2:8][CH:7]2[O:9][CH:4]1[CH:5]=[CH:6]2)(=[O:18])[CH3:17]. The catalyst class is: 777. (5) Product: [F:30][C:3]([F:2])([C:26]([F:27])([F:28])[F:29])[CH2:4][CH2:5][CH:6]=[CH:41][CH2:40][CH2:39][CH2:38][OH:37]. The catalyst class is: 1. Reactant: [I-].[F:2][C:3]([F:30])([C:26]([F:29])([F:28])[F:27])[CH2:4][CH2:5][CH2:6][P+](C1C=CC=CC=1)(C1C=CC=CC=1)C1C=CC=CC=1.CC([O-])(C)C.[K+].[O:37]1[CH2:41][CH2:40][CH2:39][CH:38]1O.